From a dataset of NCI-60 drug combinations with 297,098 pairs across 59 cell lines. Regression. Given two drug SMILES strings and cell line genomic features, predict the synergy score measuring deviation from expected non-interaction effect. (1) Drug 1: CCN(CC)CCCC(C)NC1=C2C=C(C=CC2=NC3=C1C=CC(=C3)Cl)OC. Drug 2: CC(C)NC(=O)C1=CC=C(C=C1)CNNC.Cl. Cell line: SNB-19. Synergy scores: CSS=25.6, Synergy_ZIP=1.03, Synergy_Bliss=6.53, Synergy_Loewe=-0.270, Synergy_HSA=3.78. (2) Drug 1: CCC1(CC2CC(C3=C(CCN(C2)C1)C4=CC=CC=C4N3)(C5=C(C=C6C(=C5)C78CCN9C7C(C=CC9)(C(C(C8N6C=O)(C(=O)OC)O)OC(=O)C)CC)OC)C(=O)OC)O.OS(=O)(=O)O. Drug 2: C1CC(=O)NC(=O)C1N2C(=O)C3=CC=CC=C3C2=O. Cell line: DU-145. Synergy scores: CSS=-7.35, Synergy_ZIP=2.69, Synergy_Bliss=-3.27, Synergy_Loewe=-3.59, Synergy_HSA=-9.57. (3) Drug 1: CC1=C(C=C(C=C1)NC(=O)C2=CC=C(C=C2)CN3CCN(CC3)C)NC4=NC=CC(=N4)C5=CN=CC=C5. Drug 2: CN(CCCl)CCCl.Cl. Cell line: SF-295. Synergy scores: CSS=38.5, Synergy_ZIP=-6.08, Synergy_Bliss=-2.38, Synergy_Loewe=-1.02, Synergy_HSA=0.123. (4) Drug 1: CC1=CC2C(CCC3(C2CCC3(C(=O)C)OC(=O)C)C)C4(C1=CC(=O)CC4)C. Drug 2: COC1=C2C(=CC3=C1OC=C3)C=CC(=O)O2. Cell line: NCI-H522. Synergy scores: CSS=6.73, Synergy_ZIP=-0.653, Synergy_Bliss=3.13, Synergy_Loewe=3.83, Synergy_HSA=3.44.